This data is from Forward reaction prediction with 1.9M reactions from USPTO patents (1976-2016). The task is: Predict the product of the given reaction. (1) Given the reactants [N+:1]([C:4]1[CH:12]=[CH:11][CH:10]=[C:9]2[C:5]=1[CH:6]=[CH:7][N:8]2[CH2:13][C:14]1[CH:19]=[CH:18][N:17]=[C:16]2[N:20]([C:23]([O:25][C:26]([CH3:29])([CH3:28])[CH3:27])=[O:24])[CH:21]=[CH:22][C:15]=12)([O-])=O, predict the reaction product. The product is: [NH2:1][C:4]1[CH:12]=[CH:11][CH:10]=[C:9]2[C:5]=1[CH:6]=[CH:7][N:8]2[CH2:13][C:14]1[CH:19]=[CH:18][N:17]=[C:16]2[N:20]([C:23]([O:25][C:26]([CH3:29])([CH3:28])[CH3:27])=[O:24])[CH:21]=[CH:22][C:15]=12. (2) Given the reactants [NH2:1][C:2]1[CH:7]=[C:6]([N:8]2[CH2:12][CH2:11][CH2:10][S:9]2(=[O:14])=[O:13])[CH:5]=[CH:4][C:3]=1[C:15]([N:17]1[CH2:22][CH2:21][N:20]([C:23]2[CH:28]=[CH:27][C:26]([CH3:29])=[CH:25][C:24]=2[CH3:30])[CH2:19][CH2:18]1)=[O:16].[F:31][C:32]1[CH:37]=[CH:36][C:35]([N:38]=[C:39]=[O:40])=[CH:34][CH:33]=1.Cl, predict the reaction product. The product is: [CH3:30][C:24]1[CH:25]=[C:26]([CH3:29])[CH:27]=[CH:28][C:23]=1[N:20]1[CH2:21][CH2:22][N:17]([C:15]([C:3]2[CH:4]=[CH:5][C:6]([N:8]3[CH2:12][CH2:11][CH2:10][S:9]3(=[O:14])=[O:13])=[CH:7][C:2]=2[NH:1][C:39]([NH:38][C:35]2[CH:36]=[CH:37][C:32]([F:31])=[CH:33][CH:34]=2)=[O:40])=[O:16])[CH2:18][CH2:19]1. (3) Given the reactants [CH3:1][C:2]1[S:6][C:5]([C:7]2[CH:15]=[C:14]3[C:10]([C:11]([C:16]([OH:18])=[O:17])=[N:12][NH:13]3)=[CH:9][CH:8]=2)=[N:4][CH:3]=1.[N:19]12[CH2:26][CH2:25][CH:22]([CH2:23][CH2:24]1)[C@@H:21](O)[CH2:20]2.C1(P(C2C=CC=CC=2)C2C=CC=CC=2)C=CC=CC=1.N(C(OC(C)C)=O)=NC(OC(C)C)=O, predict the reaction product. The product is: [CH3:1][C:2]1[S:6][C:5]([C:7]2[CH:15]=[C:14]3[C:10]([C:11]([C:16]([O:18][C@H:21]4[CH:22]5[CH2:25][CH2:26][N:19]([CH2:24][CH2:23]5)[CH2:20]4)=[O:17])=[N:12][NH:13]3)=[CH:9][CH:8]=2)=[N:4][CH:3]=1. (4) Given the reactants [C:1]([O:4]CC)(=[O:3])[CH3:2].[C:7]1([CH3:13])[CH:12]=CC=[CH:9][CH:8]=1, predict the reaction product. The product is: [CH3:12][CH:7]([CH3:13])[CH2:8][CH2:9][CH2:2][C:1]([OH:4])=[O:3]. (5) Given the reactants [CH3:1][C@@:2]1([O:30]C(=O)C)[C@H:6]([O:7]C(=O)C)[C@@H:5]([CH2:11][O:12]C(=O)C)[O:4][C@H:3]1[N:16]1[CH:29]=[C:20]2[CH:21]=[CH:22][C:23]3[C:24](=[S:28])[NH:25][N:26]=[CH:27][C:18]([C:19]=32)=[N:17]1.[OH-].[Na+].C(O)(=O)C, predict the reaction product. The product is: [CH3:1][C@@:2]1([OH:30])[C@H:6]([OH:7])[C@@H:5]([CH2:11][OH:12])[O:4][C@H:3]1[N:16]1[CH:29]=[C:20]2[CH:21]=[CH:22][C:23]3[C:24](=[S:28])[NH:25][N:26]=[CH:27][C:18]([C:19]=32)=[N:17]1. (6) Given the reactants [C:1]1([S:7]([N:10]2[C:14]3=[N:15][CH:16]=[C:17]([C:19]([F:22])([F:21])[F:20])[CH:18]=[C:13]3[CH:12]=[C:11]2[C:23](OS(C2C=CC(C)=CC=2)(=O)=O)=[CH:24][CH:25]2[CH2:29][CH2:28][CH2:27][CH2:26]2)(=[O:9])=[O:8])[CH:6]=[CH:5][CH:4]=[CH:3][CH:2]=1.[CH3:41][S:42]([C:45]1[CH:50]=[CH:49][C:48](B(O)O)=[CH:47][CH:46]=1)(=[O:44])=[O:43].C(=O)([O-])[O-].[Na+].[Na+], predict the reaction product. The product is: [C:1]1([S:7]([N:10]2[C:14]3=[N:15][CH:16]=[C:17]([C:19]([F:22])([F:21])[F:20])[CH:18]=[C:13]3[CH:12]=[C:11]2[C:23]([C:48]2[CH:49]=[CH:50][C:45]([S:42]([CH3:41])(=[O:44])=[O:43])=[CH:46][CH:47]=2)=[CH:24][CH:25]2[CH2:29][CH2:28][CH2:27][CH2:26]2)(=[O:9])=[O:8])[CH:2]=[CH:3][CH:4]=[CH:5][CH:6]=1. (7) Given the reactants Br[C:2]1[CH:7]=[CH:6][C:5]([CH:8]([C:13]([F:16])([F:15])[F:14])[C:9]([F:12])([F:11])[F:10])=[CH:4][CH:3]=1.CO[CH2:19][CH2:20]OCCOC.[Li+].[Cl-].C(C([Sn])=C(CCCC)CCCC)CCC, predict the reaction product. The product is: [F:10][C:9]([F:12])([F:11])[CH:8]([C:5]1[CH:6]=[CH:7][C:2]([CH:19]=[CH2:20])=[CH:3][CH:4]=1)[C:13]([F:16])([F:15])[F:14]. (8) Given the reactants ON1C2C=CC=CC=2N=N1.Cl.C(N=C=NCCCN(C)C)C.[Br:23][C:24]1[CH:32]=[CH:31][C:27]([C:28]([OH:30])=O)=[CH:26][CH:25]=1.[NH:33]1[CH2:38][CH2:37][O:36][CH2:35][CH2:34]1.C(=O)([O-])O.[Na+], predict the reaction product. The product is: [Br:23][C:24]1[CH:25]=[CH:26][C:27]([C:28]([N:33]2[CH2:38][CH2:37][O:36][CH2:35][CH2:34]2)=[O:30])=[CH:31][CH:32]=1.